Task: Predict which catalyst facilitates the given reaction.. Dataset: Catalyst prediction with 721,799 reactions and 888 catalyst types from USPTO (1) Reactant: [CH3:1][C:2]1([CH3:26])[CH2:7][CH:6]([N:8]2[CH2:13][CH2:12][N:11](C(OCC3C=CC=CC=3)=O)[CH2:10][CH2:9]2)[CH2:5][C:4]([CH3:25])([CH3:24])[NH:3]1. Product: [CH3:1][C:2]1([CH3:26])[CH2:7][CH:6]([N:8]2[CH2:13][CH2:12][NH:11][CH2:10][CH2:9]2)[CH2:5][C:4]([CH3:25])([CH3:24])[NH:3]1. The catalyst class is: 349. (2) Reactant: S(=O)(=O)(O)O.[OH:6][C:7]1[C:8]([C:13]([NH2:15])=[O:14])=[N:9][CH:10]=[CH:11][N:12]=1.[N+:16]([O-])([O-:18])=[O:17].[K+].[OH-].[Na+]. Product: [OH:6][C:7]1[C:8]([C:13]([NH2:15])=[O:14])=[N:9][C:10]([N+:16]([O-:18])=[O:17])=[CH:11][N:12]=1. The catalyst class is: 6. (3) Reactant: Br[C:2]1[C:3](=[O:18])[C:4]([CH3:17])([CH3:16])[O:5][C:6]=1[C:7]1[CH:12]=[CH:11][C:10]([O:13][CH3:14])=[C:9]([Cl:15])[CH:8]=1.CC1(C)C(C)(C)OB([C:27]2[CH:44]=[CH:43][C:30]([O:31][CH2:32][C:33]3[CH:42]=[CH:41][C:40]4[C:35](=[CH:36][CH:37]=[CH:38][CH:39]=4)[N:34]=3)=[CH:29][CH:28]=2)O1.C([O-])([O-])=O.[Cs+].[Cs+]. Product: [Cl:15][C:9]1[CH:8]=[C:7]([C:6]2[O:5][C:4]([CH3:17])([CH3:16])[C:3](=[O:18])[C:2]=2[C:27]2[CH:28]=[CH:29][C:30]([O:31][CH2:32][C:33]3[CH:42]=[CH:41][C:40]4[C:35](=[CH:36][CH:37]=[CH:38][CH:39]=4)[N:34]=3)=[CH:43][CH:44]=2)[CH:12]=[CH:11][C:10]=1[O:13][CH3:14]. The catalyst class is: 93. (4) Reactant: [CH2:1]([O:8][C:9]1[CH:14]=[CH:13][C:12]([C:15]2[N:33]([CH2:34][O:35][CH2:36][CH2:37][Si:38]([CH3:41])([CH3:40])[CH3:39])[C:18]3[N:19]=[CH:20][N:21]=[C:22]([O:23][C:24]4[CH:25]=[C:26]5[C:30](=[CH:31][CH:32]=4)[NH:29][CH:28]=[CH:27]5)[C:17]=3[CH:16]=2)=[CH:11][CH:10]=1)[C:2]1[CH:7]=[CH:6][CH:5]=[CH:4][CH:3]=1.[H-].[Na+].[CH2:44]([NH:46][C:47](=O)[O:48]C1C=CC=CC=1)[CH3:45].O. Product: [CH2:44]([NH:46][C:47]([N:29]1[C:30]2[C:26](=[CH:25][C:24]([O:23][C:22]3[C:17]4[CH:16]=[C:15]([C:12]5[CH:11]=[CH:10][C:9]([O:8][CH2:1][C:2]6[CH:7]=[CH:6][CH:5]=[CH:4][CH:3]=6)=[CH:14][CH:13]=5)[N:33]([CH2:34][O:35][CH2:36][CH2:37][Si:38]([CH3:41])([CH3:40])[CH3:39])[C:18]=4[N:19]=[CH:20][N:21]=3)=[CH:32][CH:31]=2)[CH:27]=[CH:28]1)=[O:48])[CH3:45]. The catalyst class is: 9. (5) Reactant: [OH-].[Li+].[CH3:3][O:4][C:5]1[C:10]2[CH:11]=[C:12]([C:24]([O:26]C)=[O:25])[N:13]([CH2:14][C:15]3[C:20]([CH3:21])=[CH:19][C:18]([CH3:22])=[CH:17][C:16]=3[CH3:23])[C:9]=2[CH:8]=[CH:7][N:6]=1. Product: [CH3:3][O:4][C:5]1[C:10]2[CH:11]=[C:12]([C:24]([OH:26])=[O:25])[N:13]([CH2:14][C:15]3[C:20]([CH3:21])=[CH:19][C:18]([CH3:22])=[CH:17][C:16]=3[CH3:23])[C:9]=2[CH:8]=[CH:7][N:6]=1. The catalyst class is: 14. (6) Reactant: [Cl:1][C:2]1[CH:7]=[CH:6][C:5]([C:8]2([C:12]3[C:21]4[C:16](=[CH:17][CH:18]=[C:19]([O:22][CH2:23][CH2:24][NH:25][C:26](=[O:32])OC(C)(C)C)[CH:20]=4)[CH2:15][CH2:14][N:13]=3)[CH2:11][CH2:10][CH2:9]2)=[CH:4][CH:3]=1.[CH2:33]([N:36]=C=O)[CH2:34][CH3:35].C(OC(=O)C)C.C(O)(C)C. Product: [Cl:1][C:2]1[CH:3]=[CH:4][C:5]([C:8]2([C:12]3[C:21]4[C:16](=[CH:17][CH:18]=[C:19]([O:22][CH2:23][CH2:24][NH:25][C:26]([NH:36][CH2:33][CH2:34][CH3:35])=[O:32])[CH:20]=4)[CH2:15][CH2:14][N:13]=3)[CH2:11][CH2:10][CH2:9]2)=[CH:6][CH:7]=1. The catalyst class is: 4. (7) Reactant: Br[CH2:2][C:3]([O:5]C)=[O:4].[CH3:7][C:8]([C:10]1[CH:11]=[CH:12][C:13](O)=[CH:14][CH:15]=1)=O.[C:17]([O-:20])([O-])=O.[K+].[K+].[OH-:23].[Na+].[Br-].[Br-].[Br-].C1([N+](C)(C)C)C=CC=CC=1.C1([N+](C)(C)C)C=CC=CC=1.C1([N+](C)(C)C)C=CC=CC=1.[N:58]1([CH2:64][CH2:65][CH2:66][NH:67][C:68]([NH2:70])=[S:69])[CH2:63][CH2:62][O:61][CH2:60][CH2:59]1.C(N(CC)C(C)C)(C)C.[S:80]1[CH:84]=[CH:83][CH:82]=[C:81]1C(Cl)=O. Product: [O:61]1[CH2:60][CH2:59][N:58]([CH2:64][CH2:65][CH2:66][N:67]([C:68]2[S:69][CH:7]=[C:8]([C:10]3[CH:11]=[C:12]([CH:13]=[CH:14][CH:15]=3)[O:23][CH2:2][C:3]([OH:5])=[O:4])[N:70]=2)[C:17]([C:81]2[S:80][CH:84]=[CH:83][CH:82]=2)=[O:20])[CH2:63][CH2:62]1. The catalyst class is: 95.